Dataset: Reaction yield outcomes from USPTO patents with 853,638 reactions. Task: Predict the reaction yield, written as a fraction of the theoretical maximum amount of product (1.0 means a 100% yield; for example, 0.34 means a 34% yield). The reactants are [Cl:1][C:2]1[CH:7]=[C:6]([OH:8])[CH:5]=[CH:4][C:3]=1[NH:9][C:10](=[O:18])OC1C=CC=CC=1.O.[C:20](OCC)(=O)[CH3:21].Cl.C[N:28]([CH3:31])C=O. The catalyst is C1(N)CC1. The product is [Cl:1][C:2]1[CH:7]=[C:6]([OH:8])[CH:5]=[CH:4][C:3]=1[NH:9][C:10]([NH:28][CH:31]1[CH2:21][CH2:20]1)=[O:18]. The yield is 0.770.